Dataset: TCR-epitope binding with 47,182 pairs between 192 epitopes and 23,139 TCRs. Task: Binary Classification. Given a T-cell receptor sequence (or CDR3 region) and an epitope sequence, predict whether binding occurs between them. (1) The epitope is RLRAEAQVK. The TCR CDR3 sequence is CASSVILGGGGYTF. Result: 1 (the TCR binds to the epitope). (2) The epitope is AIMTRCLAV. The TCR CDR3 sequence is CASSLGTSGGSYYNEQFF. Result: 0 (the TCR does not bind to the epitope).